Dataset: Full USPTO retrosynthesis dataset with 1.9M reactions from patents (1976-2016). Task: Predict the reactants needed to synthesize the given product. (1) Given the product [Cl:1][C:2]1[CH:7]=[CH:6][C:5]([CH2:8][C:9]([OH:11])=[O:10])=[C:4]([C:19]2[CH:23]=[CH:22][S:21][CH:20]=2)[CH:3]=1, predict the reactants needed to synthesize it. The reactants are: [Cl:1][C:2]1[CH:7]=[CH:6][C:5]([CH2:8][C:9]([O:11]CC2C=CC=CC=2)=[O:10])=[C:4]([C:19]2[CH:23]=[CH:22][S:21][CH:20]=2)[CH:3]=1.S1C=CC=C1C1C=CC=CC=1CC(OC)=O. (2) Given the product [C:4]([O:3][C:1](=[O:8])[NH:2][C:58]1[CH:59]=[CH:60][C:61]2[O:62][CH2:63][C:64](=[O:77])[N:65]([CH2:68][C:69]3[CH:74]=[CH:73][C:72]([O:75][CH3:76])=[CH:71][CH:70]=3)[C:66]=2[N:67]=1)([CH3:7])([CH3:6])[CH3:5], predict the reactants needed to synthesize it. The reactants are: [C:1](=[O:8])([O:3][C:4]([CH3:7])([CH3:6])[CH3:5])[NH2:2].C(=O)([O-])[O-].[Cs+].[Cs+].CC1(C)C2C(=C(P(C3C=CC=CC=3)C3C=CC=CC=3)C=CC=2)OC2C(P(C3C=CC=CC=3)C3C=CC=CC=3)=CC=CC1=2.Br[C:58]1[CH:59]=[CH:60][C:61]2[O:62][CH2:63][C:64](=[O:77])[N:65]([CH2:68][C:69]3[CH:74]=[CH:73][C:72]([O:75][CH3:76])=[CH:71][CH:70]=3)[C:66]=2[N:67]=1. (3) Given the product [F:1][C:2]1[CH:7]=[CH:6][C:5]([C:8]2[C:9]([CH:32]([CH3:34])[CH3:33])=[N:10][C:11]([N:16]3[CH2:21][CH2:20][N:19]([CH2:22][C:23]4[CH:28]=[CH:27][C:26]([O:29][CH3:30])=[CH:25][CH:24]=4)[C@H:18]([CH3:31])[CH2:17]3)=[C:39]([CH:15]=2)[C:38]([OH:35])=[O:40])=[CH:4][CH:3]=1, predict the reactants needed to synthesize it. The reactants are: [F:1][C:2]1[CH:7]=[CH:6][C:5]([C:8]2[C:9]([CH:32]([CH3:34])[CH3:33])=[N:10][C:11]([N:16]3[CH2:21][CH2:20][N:19]([CH2:22][C:23]4[CH:28]=[CH:27][C:26]([O:29][CH3:30])=[CH:25][CH:24]=4)[C@H:18]([CH3:31])[CH2:17]3)=C([CH:15]=2)C#N)=[CH:4][CH:3]=1.[OH-:35].[Na+].Cl.[CH2:38]([OH:40])[CH3:39].